From a dataset of TCR-epitope binding with 47,182 pairs between 192 epitopes and 23,139 TCRs. Binary Classification. Given a T-cell receptor sequence (or CDR3 region) and an epitope sequence, predict whether binding occurs between them. (1) The epitope is QIKVRVKMV. The TCR CDR3 sequence is CASRTGAANIYEQYF. Result: 0 (the TCR does not bind to the epitope). (2) The epitope is FTISVTTEIL. The TCR CDR3 sequence is CASSLHGPQETQYF. Result: 1 (the TCR binds to the epitope). (3) The epitope is KLGGALQAK. The TCR CDR3 sequence is CASSVEKERASDYGYTF. Result: 1 (the TCR binds to the epitope). (4) The epitope is GTHWFVTQR. The TCR CDR3 sequence is CASSSSGAGELFF. Result: 1 (the TCR binds to the epitope). (5) The epitope is KLGGALQAK. The TCR CDR3 sequence is CSARLSTLPADTQYF. Result: 1 (the TCR binds to the epitope). (6) The TCR CDR3 sequence is CASSFVSPGEAFF. The epitope is YLNTLTLAV. Result: 1 (the TCR binds to the epitope).